Dataset: Forward reaction prediction with 1.9M reactions from USPTO patents (1976-2016). Task: Predict the product of the given reaction. The product is: [N+:8]([C:5]1[CH:6]=[CH:7][C:2]([N:12]2[CH2:15][CH2:14][CH2:13]2)=[CH:3][CH:4]=1)([O-:10])=[O:9]. Given the reactants F[C:2]1[CH:7]=[CH:6][C:5]([N+:8]([O-:10])=[O:9])=[CH:4][CH:3]=1.Cl.[NH:12]1[CH2:15][CH2:14][CH2:13]1, predict the reaction product.